Dataset: Full USPTO retrosynthesis dataset with 1.9M reactions from patents (1976-2016). Task: Predict the reactants needed to synthesize the given product. (1) The reactants are: [Cl:1][C:2]1[C:11]2[NH:10][C:9](=[O:12])[C:8]3[S:13][CH:14]=[CH:15][C:7]=3[C:6]=2[C:5]([C:16]2[CH:31]=[CH:30][C:19]([CH2:20][CH2:21][NH:22]C(=O)OC(C)(C)C)=[CH:18][CH:17]=2)=[C:4]([O:32]C)[CH:3]=1.B(Br)(Br)[Br:35]. Given the product [ClH:1].[NH2:22][CH2:21][CH2:20][C:19]1[CH:30]=[CH:31][C:16]([C:5]2[C:6]3[C:7]4[CH:15]=[CH:14][S:13][C:8]=4[C:9](=[O:12])[NH:10][C:11]=3[C:2]([Br:35])=[CH:3][C:4]=2[OH:32])=[CH:17][CH:18]=1, predict the reactants needed to synthesize it. (2) The reactants are: [CH3:1][O:2][C:3]1[CH:4]=[C:5]2[C:10](=[CH:11][C:12]=1[O:13][CH3:14])[N:9]=[CH:8][CH:7]=[C:6]2[O:15][C:16]1[CH:21]=[CH:20][C:19]([N:22]2[CH2:26][CH:25]([CH:27]([OH:34])[C:28]3[CH:33]=[CH:32][CH:31]=[CH:30][CH:29]=3)[CH2:24][C:23]2=[O:35])=[CH:18][C:17]=1[F:36].[H-].[Na+].[CH3:39]I. Given the product [CH3:1][O:2][C:3]1[CH:4]=[C:5]2[C:10](=[CH:11][C:12]=1[O:13][CH3:14])[N:9]=[CH:8][CH:7]=[C:6]2[O:15][C:16]1[CH:21]=[CH:20][C:19]([N:22]2[CH2:26][CH:25]([CH:27]([O:34][CH3:39])[C:28]3[CH:33]=[CH:32][CH:31]=[CH:30][CH:29]=3)[CH2:24][C:23]2=[O:35])=[CH:18][C:17]=1[F:36], predict the reactants needed to synthesize it. (3) Given the product [Br:1][C:2]1[C:10]2[C:5](=[N:6][CH:7]=[C:8]([NH:11][C:12](=[O:21])[O:13][CH2:14][C:15]3[CH:16]=[CH:17][CH:18]=[CH:19][CH:20]=3)[CH:9]=2)[N:4]([S:24]([C:27]2[CH:33]=[CH:32][C:30]([CH3:31])=[CH:29][CH:28]=2)(=[O:26])=[O:25])[CH:3]=1, predict the reactants needed to synthesize it. The reactants are: [Br:1][C:2]1[C:10]2[C:5](=[N:6][CH:7]=[C:8]([NH:11][C:12](=[O:21])[O:13][CH2:14][C:15]3[CH:20]=[CH:19][CH:18]=[CH:17][CH:16]=3)[CH:9]=2)[NH:4][CH:3]=1.[H-].[Na+].[S:24](Cl)([C:27]1[CH:33]=[CH:32][C:30]([CH3:31])=[CH:29][CH:28]=1)(=[O:26])=[O:25].